From a dataset of Forward reaction prediction with 1.9M reactions from USPTO patents (1976-2016). Predict the product of the given reaction. Given the reactants [CH3:1][C:2]1([NH:21]C(=O)OC(C)(C)C)[CH2:6][CH2:5][CH2:4][CH:3]1[NH:7][C:8](=[O:20])[C:9]1[CH:14]=[CH:13][CH:12]=[CH:11][C:10]=1[N:15]1[N:19]=[CH:18][CH:17]=[N:16]1.[ClH:29].O1CCOCC1, predict the reaction product. The product is: [ClH:29].[NH2:21][C:2]1([CH3:1])[CH2:6][CH2:5][CH2:4][CH:3]1[NH:7][C:8](=[O:20])[C:9]1[CH:14]=[CH:13][CH:12]=[CH:11][C:10]=1[N:15]1[N:16]=[CH:17][CH:18]=[N:19]1.